Task: Predict which catalyst facilitates the given reaction.. Dataset: Catalyst prediction with 721,799 reactions and 888 catalyst types from USPTO Reactant: [NH2:1][C:2]1[CH:3]=[C:4]([C:8]2[C:13]([CH3:14])=[CH:12][CH:11]=[C:10]([C:15]([OH:17])=[O:16])[CH:9]=2)[CH:5]=[CH:6][CH:7]=1.Cl[C:19]1[C:24]([I:25])=[CH:23][N:22]=[CH:21][N:20]=1. Product: [I:25][C:24]1[C:19]([NH:1][C:2]2[CH:3]=[C:4]([C:8]3[C:13]([CH3:14])=[CH:12][CH:11]=[C:10]([C:15]([OH:17])=[O:16])[CH:9]=3)[CH:5]=[CH:6][CH:7]=2)=[N:20][CH:21]=[N:22][CH:23]=1. The catalyst class is: 32.